Dataset: Forward reaction prediction with 1.9M reactions from USPTO patents (1976-2016). Task: Predict the product of the given reaction. (1) The product is: [CH3:29][C:30]1[N:35]=[CH:34][C:33]([C:16]2[N:17]=[C:18]([N:21]3[CH2:26][CH2:25][O:24][CH2:23][CH2:22]3)[C:19]3[S:20][C:12]([CH2:11][N:8]4[CH2:9][CH2:10][N:5]([S:2]([CH3:1])(=[O:4])=[O:3])[CH2:6][CH2:7]4)=[CH:13][C:14]=3[N:15]=2)=[CH:32][N:31]=1. Given the reactants [CH3:1][S:2]([N:5]1[CH2:10][CH2:9][N:8]([CH2:11][C:12]2[S:20][C:19]3[C:18]([N:21]4[CH2:26][CH2:25][O:24][CH2:23][CH2:22]4)=[N:17][C:16](SC)=[N:15][C:14]=3[CH:13]=2)[CH2:7][CH2:6]1)(=[O:4])=[O:3].[CH3:29][C:30]1[N:35]=[CH:34][C:33]([Sn](CCCC)(CCCC)CCCC)=[CH:32][N:31]=1, predict the reaction product. (2) Given the reactants Br[CH:2]1[CH:11]([CH3:12])[CH2:10][C:9]2[N:8]=[C:7]([CH3:13])[CH:6]=[CH:5][C:4]=2[C:3]1=[O:14].C(=O)([O-])[O-].[Li+].[Li+].[Br-].[Li+], predict the reaction product. The product is: [OH:14][C:3]1[CH:2]=[C:11]([CH3:12])[CH:10]=[C:9]2[C:4]=1[CH:5]=[CH:6][C:7]([CH3:13])=[N:8]2. (3) The product is: [CH3:45][O:44][C:42](=[O:43])[CH2:41][O:37][C:34]1[CH:33]=[CH:32][C:31]([N:9]([CH2:8][C:7]2[CH:38]=[C:3]([C:1]#[N:2])[CH:4]=[CH:5][C:6]=2[F:39])[CH:10]2[CH2:11][CH2:12][N:13]([C@H:16]([CH3:30])[CH2:17][CH2:18][NH:19][C:20]([C:22]3[C:27]([CH3:28])=[N:26][CH:25]=[N:24][C:23]=3[CH3:29])=[O:21])[CH2:14][CH2:15]2)=[CH:36][CH:35]=1. Given the reactants [C:1]([C:3]1[CH:4]=[CH:5][C:6]([F:39])=[C:7]([CH:38]=1)[CH2:8][N:9]([C:31]1[CH:36]=[CH:35][C:34]([OH:37])=[CH:33][CH:32]=1)[CH:10]1[CH2:15][CH2:14][N:13]([C@H:16]([CH3:30])[CH2:17][CH2:18][NH:19][C:20]([C:22]2[C:23]([CH3:29])=[N:24][CH:25]=[N:26][C:27]=2[CH3:28])=[O:21])[CH2:12][CH2:11]1)#[N:2].Br[CH2:41][C:42]([O:44][CH3:45])=[O:43].C([O-])([O-])=O.[K+].[K+], predict the reaction product.